Dataset: NCI-60 drug combinations with 297,098 pairs across 59 cell lines. Task: Regression. Given two drug SMILES strings and cell line genomic features, predict the synergy score measuring deviation from expected non-interaction effect. (1) Drug 1: C1=CC(=CC=C1CC(C(=O)O)N)N(CCCl)CCCl.Cl. Drug 2: C(CCl)NC(=O)N(CCCl)N=O. Cell line: NCI-H460. Synergy scores: CSS=17.5, Synergy_ZIP=-10.4, Synergy_Bliss=-4.52, Synergy_Loewe=-10.4, Synergy_HSA=-4.54. (2) Drug 1: CC1=C(C=C(C=C1)NC2=NC=CC(=N2)N(C)C3=CC4=NN(C(=C4C=C3)C)C)S(=O)(=O)N.Cl. Drug 2: CC(C)(C#N)C1=CC(=CC(=C1)CN2C=NC=N2)C(C)(C)C#N. Cell line: TK-10. Synergy scores: CSS=-2.57, Synergy_ZIP=-0.367, Synergy_Bliss=-3.69, Synergy_Loewe=-5.59, Synergy_HSA=-4.49. (3) Drug 1: C1CC(=O)NC(=O)C1N2CC3=C(C2=O)C=CC=C3N. Drug 2: CN(C(=O)NC(C=O)C(C(C(CO)O)O)O)N=O. Cell line: HCT-15. Synergy scores: CSS=4.61, Synergy_ZIP=-0.489, Synergy_Bliss=-0.118, Synergy_Loewe=0.613, Synergy_HSA=0.635. (4) Drug 1: C1CN1C2=NC(=NC(=N2)N3CC3)N4CC4. Drug 2: C1CC(=O)NC(=O)C1N2CC3=C(C2=O)C=CC=C3N. Cell line: HOP-92. Synergy scores: CSS=19.2, Synergy_ZIP=-5.85, Synergy_Bliss=0.712, Synergy_Loewe=-10.1, Synergy_HSA=-0.469. (5) Drug 1: C1CCC(C1)C(CC#N)N2C=C(C=N2)C3=C4C=CNC4=NC=N3. Drug 2: CC(C)CN1C=NC2=C1C3=CC=CC=C3N=C2N. Cell line: NCIH23. Synergy scores: CSS=-0.189, Synergy_ZIP=-2.15, Synergy_Bliss=-2.55, Synergy_Loewe=-3.35, Synergy_HSA=-3.33. (6) Drug 1: CC1=C(C=C(C=C1)NC2=NC=CC(=N2)N(C)C3=CC4=NN(C(=C4C=C3)C)C)S(=O)(=O)N.Cl. Drug 2: C1=NC2=C(N=C(N=C2N1C3C(C(C(O3)CO)O)O)F)N. Cell line: MDA-MB-231. Synergy scores: CSS=4.35, Synergy_ZIP=-4.53, Synergy_Bliss=-6.24, Synergy_Loewe=-6.13, Synergy_HSA=-6.00. (7) Drug 1: C1=CC(=CC=C1CC(C(=O)O)N)N(CCCl)CCCl.Cl. Drug 2: CCC1(CC2CC(C3=C(CCN(C2)C1)C4=CC=CC=C4N3)(C5=C(C=C6C(=C5)C78CCN9C7C(C=CC9)(C(C(C8N6C=O)(C(=O)OC)O)OC(=O)C)CC)OC)C(=O)OC)O.OS(=O)(=O)O. Cell line: T-47D. Synergy scores: CSS=33.2, Synergy_ZIP=-7.77, Synergy_Bliss=-1.39, Synergy_Loewe=-27.4, Synergy_HSA=-3.23. (8) Drug 1: CS(=O)(=O)C1=CC(=C(C=C1)C(=O)NC2=CC(=C(C=C2)Cl)C3=CC=CC=N3)Cl. Drug 2: C1C(C(OC1N2C=NC3=C(N=C(N=C32)Cl)N)CO)O. Cell line: M14. Synergy scores: CSS=3.31, Synergy_ZIP=0.181, Synergy_Bliss=-0.270, Synergy_Loewe=-12.5, Synergy_HSA=-4.16. (9) Drug 1: CC1=CC2C(CCC3(C2CCC3(C(=O)C)OC(=O)C)C)C4(C1=CC(=O)CC4)C. Drug 2: C1C(C(OC1N2C=NC3=C2NC=NCC3O)CO)O. Cell line: KM12. Synergy scores: CSS=-0.213, Synergy_ZIP=1.75, Synergy_Bliss=0.628, Synergy_Loewe=2.89, Synergy_HSA=1.54. (10) Drug 1: CC(C)(C#N)C1=CC(=CC(=C1)CN2C=NC=N2)C(C)(C)C#N. Drug 2: CC1CCCC2(C(O2)CC(NC(=O)CC(C(C(=O)C(C1O)C)(C)C)O)C(=CC3=CSC(=N3)C)C)C. Cell line: KM12. Synergy scores: CSS=44.5, Synergy_ZIP=4.27, Synergy_Bliss=0.674, Synergy_Loewe=-12.5, Synergy_HSA=1.80.